Dataset: Forward reaction prediction with 1.9M reactions from USPTO patents (1976-2016). Task: Predict the product of the given reaction. (1) Given the reactants [OH:1][C:2]1[CH:11]=[C:10]2[C:5]([C:6](OC3C=C4C(=CC=3)NC=C4C)=[N:7][CH:8]=[N:9]2)=[CH:4][C:3]=1OC.C(=O)([O-])[O-].[K+].[K+].Cl[CH2:32][CH2:33][CH2:34][N:35]1[CH2:40][CH2:39][O:38][CH2:37][CH2:36]1, predict the reaction product. The product is: [O:38]1[CH2:39][CH2:40][N:35]([CH2:34][CH2:33][CH2:32][O:1][C:2]2[CH:11]=[C:10]3[C:5]([CH:6]=[N:7][CH:8]=[N:9]3)=[CH:4][CH:3]=2)[CH2:36][CH2:37]1. (2) Given the reactants [CH2:1]([O:4][CH:5]1[CH2:10][CH2:9]CCN1C([O-])=O)CC.[C:14](O)([C:16](F)(F)F)=[O:15].[Cl:21][C:22]1[CH:23]=[C:24]([C:28]([OH:30])=O)[NH:25][C:26]=1[CH3:27].C1C=CC2N([OH:40])N=NC=2C=1.CN1CCOCC1.Cl.C(N=C=[N:53][CH2:54][CH2:55][CH2:56][N:57]([CH3:59])[CH3:58])C, predict the reaction product. The product is: [Cl:21][C:22]1[CH:23]=[C:24]([C:28]([NH:53][C@@H:54]2[CH2:55][CH2:56][N:57]([C:58]([O:15][CH2:14][CH3:16])=[O:40])[CH2:59][C@@H:1]2[O:4][CH2:5][CH2:10][CH3:9])=[O:30])[NH:25][C:26]=1[CH3:27]. (3) Given the reactants [CH2:1]([O:8][C:9]1[CH:10]=[C:11]([CH:13]=[CH:14][CH:15]=1)[NH2:12])[C:2]1[CH:7]=[CH:6][CH:5]=[CH:4][CH:3]=1.[N:16]#[C:17][NH2:18], predict the reaction product. The product is: [CH2:1]([O:8][C:9]1[CH:10]=[C:11]([NH:12][C:17]([NH2:18])=[NH:16])[CH:13]=[CH:14][CH:15]=1)[C:2]1[CH:3]=[CH:4][CH:5]=[CH:6][CH:7]=1. (4) Given the reactants Br[C:2]1[CH:7]=[CH:6][CH:5]=[CH:4][C:3]=1[F:8].C(=O)=O.[Li]CCCC.CON(C)[C:20]([CH:22]1[CH2:27][CH2:26][O:25][CH2:24][CH2:23]1)=[O:21], predict the reaction product. The product is: [F:8][C:3]1[CH:4]=[CH:5][CH:6]=[CH:7][C:2]=1[C:20]([CH:22]1[CH2:27][CH2:26][O:25][CH2:24][CH2:23]1)=[O:21]. (5) Given the reactants [CH2:1]([NH:8][C:9](=[O:23])[C:10]1[CH:15]=[CH:14][N:13]=[C:12]([N:16]2[CH2:21][CH2:20][CH2:19][CH2:18][C:17]2=[O:22])[CH:11]=1)[C:2]1[CH:7]=[CH:6][CH:5]=[CH:4][CH:3]=1.C[Si]([N-][Si](C)(C)C)(C)C.[Li+].[CH2:34](Br)[C:35]1[CH:40]=[CH:39][CH:38]=[CH:37][CH:36]=1, predict the reaction product. The product is: [CH2:1]([NH:8][C:9](=[O:23])[C:10]1[CH:15]=[CH:14][N:13]=[C:12]([N:16]2[CH2:21][CH2:20][CH2:19][CH:18]([CH2:34][C:35]3[CH:40]=[CH:39][CH:38]=[CH:37][CH:36]=3)[C:17]2=[O:22])[CH:11]=1)[C:2]1[CH:3]=[CH:4][CH:5]=[CH:6][CH:7]=1. (6) Given the reactants Cl.[CH:2]1([CH2:5][O:6][C:7]2[CH:12]=[C:11]([O:13][CH3:14])[CH:10]=[CH:9][C:8]=2[C:15]2[C:16]3[NH:23][C:22]([CH3:24])=[C:21]([C:25]([NH:27][C@@H:28]4[CH2:32][CH2:31][NH:30][CH2:29]4)=[O:26])[C:17]=3[N:18]=[CH:19][N:20]=2)[CH2:4][CH2:3]1.[CH3:33][O:34][CH2:35][C:36](Cl)=[O:37], predict the reaction product. The product is: [CH:2]1([CH2:5][O:6][C:7]2[CH:12]=[C:11]([O:13][CH3:14])[CH:10]=[CH:9][C:8]=2[C:15]2[C:16]3[NH:23][C:22]([CH3:24])=[C:21]([C:25]([NH:27][C@@H:28]4[CH2:32][CH2:31][N:30]([C:36](=[O:37])[CH2:35][O:34][CH3:33])[CH2:29]4)=[O:26])[C:17]=3[N:18]=[CH:19][N:20]=2)[CH2:4][CH2:3]1. (7) Given the reactants [Br:1][C:2]1[CH:7]=[CH:6][C:5]([N:8]2[C:13](=O)[CH2:12][C:11](=[O:15])[N:10]([CH:16]3[CH2:18][CH2:17]3)[C:9]2=[O:19])=[CH:4][CH:3]=1.P(Cl)(Cl)([Cl:22])=O.BrC1C=CC(N2C(=O)C=C(Cl)N(C3CC3)C2=O)=CC=1, predict the reaction product. The product is: [Br:1][C:2]1[CH:7]=[CH:6][C:5]([N:8]2[C:13]([Cl:22])=[CH:12][C:11](=[O:15])[N:10]([CH:16]3[CH2:18][CH2:17]3)[C:9]2=[O:19])=[CH:4][CH:3]=1.